Dataset: Reaction yield outcomes from USPTO patents with 853,638 reactions. Task: Predict the reaction yield, written as a fraction of the theoretical maximum amount of product (1.0 means a 100% yield; for example, 0.34 means a 34% yield). (1) The reactants are [F:1][C:2]1[C:3]([CH3:9])=[C:4]([CH:6]=[CH:7][CH:8]=1)[NH2:5].[BrH:10].[OH-].[Na+].C(=O)(O)[O-].[Na+]. The catalyst is C(O)(=O)C.CCCCCC.C(OCC)(=O)C.CS(C)=O. The product is [Br:10][C:8]1[CH:7]=[CH:6][C:4]([NH2:5])=[C:3]([CH3:9])[C:2]=1[F:1]. The yield is 0.570. (2) The reactants are [NH2:1][CH2:2][CH2:3][CH2:4][CH2:5][C:6]1[CH:18]=[CH:17][C:9]([O:10][CH2:11][C:12]([N:14]([CH3:16])[CH3:15])=[O:13])=[CH:8][CH:7]=1.I.[NH2:20][C:21]1[C:22]([C:29]([NH:31][C:32](=[NH:35])SC)=[O:30])=[N:23][C:24]([Cl:28])=[C:25]([NH2:27])[N:26]=1. The catalyst is C(O)C. The product is [NH2:20][C:21]1[C:22]([C:29]([N:31]=[C:32]([NH2:35])[NH:1][CH2:2][CH2:3][CH2:4][CH2:5][C:6]2[CH:18]=[CH:17][C:9]([O:10][CH2:11][C:12]([N:14]([CH3:15])[CH3:16])=[O:13])=[CH:8][CH:7]=2)=[O:30])=[N:23][C:24]([Cl:28])=[C:25]([NH2:27])[N:26]=1. The yield is 0.280. (3) The reactants are [Cl:1][C:2]1[CH:17]=[CH:16][C:5]([CH2:6][C:7]2[O:11][N:10]=[C:9]([C:12]([O:14]C)=[O:13])[CH:8]=2)=[CH:4][CH:3]=1.[OH-].[Na+]. The catalyst is C1COCC1.O. The product is [Cl:1][C:2]1[CH:3]=[CH:4][C:5]([CH2:6][C:7]2[O:11][N:10]=[C:9]([C:12]([OH:14])=[O:13])[CH:8]=2)=[CH:16][CH:17]=1. The yield is 0.910. (4) The yield is 0.620. The reactants are II.[Mg].Br[CH2:5][CH2:6][C:7]1[CH:12]=[CH:11][CH:10]=[CH:9][CH:8]=1.[C:13]1(=[O:17])[CH2:16][CH2:15][CH2:14]1.Cl. The catalyst is O1CCCC1. The product is [CH2:5]([C:13]1([OH:17])[CH2:16][CH2:15][CH2:14]1)[CH2:6][C:7]1[CH:12]=[CH:11][CH:10]=[CH:9][CH:8]=1. (5) The catalyst is CS(C)=O.Cl[Pd-2](Cl)(P(C1C=CC=CC=1)(C1C=CC=CC=1)C1C=CC=CC=1)P(C1C=CC=CC=1)(C1C=CC=CC=1)C1C=CC=CC=1. The product is [C:39]([O:38][C:36]([N:33]1[CH2:32][CH2:31][CH:30]([N:28]2[CH:29]=[C:25]([B:10]3[O:11][C:12]([CH3:17])([CH3:18])[C:13]([CH3:15])([CH3:16])[O:14]3)[CH:26]=[N:27]2)[CH2:35][CH2:34]1)=[O:37])([CH3:42])([CH3:40])[CH3:41]. The reactants are [B:10]1([B:10]2[O:14][C:13]([CH3:16])([CH3:15])[C:12]([CH3:18])([CH3:17])[O:11]2)[O:14][C:13]([CH3:16])([CH3:15])[C:12]([CH3:18])([CH3:17])[O:11]1.C([O-])(=O)C.[K+].I[C:25]1[CH:26]=[N:27][N:28]([CH:30]2[CH2:35][CH2:34][N:33]([C:36]([O:38][C:39]([CH3:42])([CH3:41])[CH3:40])=[O:37])[CH2:32][CH2:31]2)[CH:29]=1. The yield is 0.400. (6) The reactants are [Cl:1][C:2]1[CH:7]=[CH:6][C:5]([C:8]2([C:13]3[CH:14]=[C:15]4[C:20](=[CH:21][CH:22]=3)[N:19]=[CH:18][CH:17]=[C:16]4[CH2:23][CH2:24][C:25]3[CH:30]=[CH:29][CH:28]=[CH:27][CH:26]=3)OCC[O:9]2)=[CH:4][CH:3]=1.[NH4+].[OH-]. The catalyst is Cl.CO. The product is [Cl:1][C:2]1[CH:7]=[CH:6][C:5]([C:8]([C:13]2[CH:14]=[C:15]3[C:20](=[CH:21][CH:22]=2)[N:19]=[CH:18][CH:17]=[C:16]3[CH2:23][CH2:24][C:25]2[CH:26]=[CH:27][CH:28]=[CH:29][CH:30]=2)=[O:9])=[CH:4][CH:3]=1. The yield is 0.800. (7) The reactants are [NH2:1][C:2]1[CH:7]=[CH:6][C:5]([B:8]2[O:16][C:13]([CH3:15])([CH3:14])[C:10]([CH3:12])([CH3:11])[O:9]2)=[CH:4][CH:3]=1.[CH:17]1[C:29]2[CH:28]([CH2:30][O:31][C:32]([NH:34][C@H:35]([CH:44]([CH3:46])[CH3:45])[C:36]([NH:38][C@H:39]([CH3:43])[C:40](O)=[O:41])=[O:37])=[O:33])[C:27]3[C:22](=[CH:23][CH:24]=[CH:25][CH:26]=3)[C:21]=2[CH:20]=[CH:19][CH:18]=1.C1CCC(N=C=NC2CCCCC2)CC1. The catalyst is CN(C1C=CN=CC=1)C.C(Cl)Cl. The product is [CH3:45][CH:44]([CH3:46])[C@H:35]([NH:34][C:32](=[O:33])[O:31][CH2:30][CH:28]1[C:27]2[CH:26]=[CH:25][CH:24]=[CH:23][C:22]=2[C:21]2[C:29]1=[CH:17][CH:18]=[CH:19][CH:20]=2)[C:36](=[O:37])[NH:38][C@@H:39]([CH3:43])[C:40](=[O:41])[NH:1][C:2]1[CH:7]=[CH:6][C:5]([B:8]2[O:16][C:13]([CH3:15])([CH3:14])[C:10]([CH3:11])([CH3:12])[O:9]2)=[CH:4][CH:3]=1. The yield is 0.880. (8) The reactants are [CH3:1][O:2][C:3](=[O:30])[CH2:4][NH:5][C:6]([C:8]1[C:13]([O:14]CC2C=CC=CC=2)=[CH:12][C:11]([O:22]CC2C=CC=CC=2)=[CH:10][N:9]=1)=[O:7]. The catalyst is CO.[Pd]. The product is [CH3:1][O:2][C:3](=[O:30])[CH2:4][NH:5][C:6]([C:8]1[C:13]([OH:14])=[CH:12][C:11]([OH:22])=[CH:10][N:9]=1)=[O:7]. The yield is 1.00. (9) The reactants are F[C:2]1[CH:7]=[CH:6][C:5]([CH3:8])=[CH:4][C:3]=1[N+:9]([O-:11])=[O:10].[NH2:12][CH:13]1[CH2:18][CH2:17][N:16]([C:19]2([CH3:31])[CH2:23][CH2:22][N:21]([C:24]([O:26][C:27]([CH3:30])([CH3:29])[CH3:28])=[O:25])[CH2:20]2)[CH2:15][CH2:14]1.C([O-])([O-])=O.[K+].[K+]. The catalyst is C(#N)C.O. The product is [CH3:31][C:19]1([N:16]2[CH2:17][CH2:18][CH:13]([NH:12][C:2]3[CH:7]=[CH:6][C:5]([CH3:8])=[CH:4][C:3]=3[N+:9]([O-:11])=[O:10])[CH2:14][CH2:15]2)[CH2:23][CH2:22][N:21]([C:24]([O:26][C:27]([CH3:28])([CH3:29])[CH3:30])=[O:25])[CH2:20]1. The yield is 0.0230. (10) The reactants are [C:1]([C:5]1[NH:6][C:7]2[C:12]([CH:13]=1)=[CH:11][C:10]([N+:14]([O-])=O)=[CH:9][C:8]=2[CH2:17][OH:18])([CH3:4])([CH3:3])[CH3:2]. The catalyst is [Ni].CO. The product is [NH2:14][C:10]1[CH:11]=[C:12]2[C:7](=[C:8]([CH2:17][OH:18])[CH:9]=1)[NH:6][C:5]([C:1]([CH3:4])([CH3:3])[CH3:2])=[CH:13]2. The yield is 0.800.